Dataset: Catalyst prediction with 721,799 reactions and 888 catalyst types from USPTO. Task: Predict which catalyst facilitates the given reaction. (1) Reactant: [CH3:1][O:2][C:3]1[C:17]([O:18][CH3:19])=[CH:16][C:6]2[NH:7][C:8]([C:10]3[C:14]([NH2:15])=[CH:13][NH:12][N:11]=3)=[N:9][C:5]=2[CH:4]=1.[F:20][C:21]1C=[C:25]([F:27])[CH:24]=[CH:23][C:22]=1N=C=O.CCN(CC)CC.[CH3:38][N:39]([CH:41]=[O:42])C. Product: [F:20][C:21]1[CH:22]=[CH:23][CH:24]=[C:25]([F:27])[C:38]=1[NH:39][C:41]([NH:15][C:14]1[C:10]([C:8]2[NH:7][C:6]3[CH:16]=[C:17]([O:18][CH3:19])[C:3]([O:2][CH3:1])=[CH:4][C:5]=3[N:9]=2)=[N:11][NH:12][CH:13]=1)=[O:42]. The catalyst class is: 14. (2) Reactant: [CH:1]([C:3]1[CH:11]=[CH:10][C:6]([C:7]([OH:9])=[O:8])=[CH:5][C:4]=1[OH:12])=[O:2].C(N(C(C)C)CC)(C)C.[CH3:22][O:23][CH2:24]Cl. Product: [CH:1]([C:3]1[CH:11]=[CH:10][C:6]([C:7]([OH:9])=[O:8])=[CH:5][C:4]=1[O:12][CH2:22][O:23][CH3:24])=[O:2]. The catalyst class is: 4. (3) Reactant: [CH3:1][O:2][C:3]1[C:4]([O:25][CH3:26])=[CH:5][C:6]2[O:10][C:9]([C:11]([CH2:13][CH2:14]/[CH:15]=[C:16](\[CH3:23])/[CH2:17][CH2:18][CH:19]=[C:20]([CH3:22])[CH3:21])=[CH2:12])=[CH:8][C:7]=2[CH:24]=1.[CH3:27]O. Product: [CH3:1][O:2][C:3]1[C:4]([O:25][CH3:26])=[CH:5][C:6]2[O:10][C:9]([CH:11]([CH2:13][CH2:14]/[CH:15]=[C:16](\[CH3:23])/[CH2:17][CH2:18][CH:19]=[C:20]([CH3:21])[CH3:22])[CH2:12][CH3:27])=[CH:8][C:7]=2[CH:24]=1. The catalyst class is: 45. (4) Reactant: S(=O)(=O)(O)O.C(O)C.O[C:10]1([CH:16]([C:22]2[CH:27]=[CH:26][C:25]([CH3:28])=[CH:24][CH:23]=2)[C:17]([O:19][CH2:20][CH3:21])=[O:18])[CH2:15][CH2:14][O:13][CH2:12][CH2:11]1.C(OCC)(=O)C. Product: [O:13]1[CH2:12][CH:11]=[C:10]([CH:16]([C:22]2[CH:23]=[CH:24][C:25]([CH3:28])=[CH:26][CH:27]=2)[C:17]([O:19][CH2:20][CH3:21])=[O:18])[CH2:15][CH2:14]1. The catalyst class is: 6. (5) The catalyst class is: 2. Product: [ClH:1].[ClH:1].[Cl:1][C:2]1[CH:7]=[C:6]([Cl:8])[CH:5]=[CH:4][C:3]=1[S:9]([N:12]1[C:20]2[C:15](=[CH:16][CH:17]=[CH:18][CH:19]=2)[C:14](/[CH:21]=[C:22]2\[O:23][C:24]3[C:31]([CH2:32][N:33]4[CH2:34][CH2:35][NH:36][CH2:37][CH2:38]4)=[C:30]([OH:46])[CH:29]=[CH:28][C:25]=3[C:26]\2=[O:27])=[CH:13]1)(=[O:10])=[O:11]. Reactant: [Cl:1][C:2]1[CH:7]=[C:6]([Cl:8])[CH:5]=[CH:4][C:3]=1[S:9]([N:12]1[C:20]2[C:15](=[CH:16][CH:17]=[CH:18][CH:19]=2)[C:14](/[CH:21]=[C:22]2\[O:23][C:24]3[C:31]([CH2:32][N:33]4[CH2:38][CH2:37][N:36](C(OC(C)(C)C)=O)[CH2:35][CH2:34]4)=[C:30]([OH:46])[CH:29]=[CH:28][C:25]=3[C:26]\2=[O:27])=[CH:13]1)(=[O:11])=[O:10].FC(F)(F)C(O)=O. (6) Reactant: Cl[C:2]1[C:3]2[N:4]([C:13]([CH2:17][CH2:18][CH3:19])=[N:14][C:15]=2[CH3:16])[C:5]2[C:10]([N:11]=1)=[CH:9][CH:8]=[C:7]([F:12])[CH:6]=2.[C-:20]#[N:21].[K+].O.C1(C)C=CC=CC=1. Product: [F:12][C:7]1[CH:6]=[C:5]2[C:10]([N:11]=[C:2]([C:20]#[N:21])[C:3]3[N:4]2[C:13]([CH2:17][CH2:18][CH3:19])=[N:14][C:15]=3[CH3:16])=[CH:9][CH:8]=1. The catalyst class is: 3. (7) Reactant: [CH3:1][O:2][C:3]1[CH:8]=[CH:7][C:6]([C:9]2[CH:10]([CH3:16])[CH2:11][C:12](=[O:15])[NH:13][N:14]=2)=[CH:5][CH:4]=1.[N+](C1C=CC(S([O-])(=O)=O)=CC=1)([O-])=O.[Na+].Cl. The catalyst class is: 74. Product: [CH3:1][O:2][C:3]1[CH:8]=[CH:7][C:6]([C:9]2[C:10]([CH3:16])=[CH:11][C:12](=[O:15])[NH:13][N:14]=2)=[CH:5][CH:4]=1. (8) Reactant: [CH2:1]([O:3][C:4]1[CH:8]=[C:7]([C:9]2[CH:14]=[CH:13][C:12]([OH:15])=[CH:11][CH:10]=2)[N:6]([C:16]2[CH:21]=[CH:20][C:19]([O:22][CH3:23])=[CH:18][CH:17]=2)[N:5]=1)[CH3:2].[H-].[Na+].Br[CH2:27][CH2:28][NH:29][C:30](=[O:36])[O:31][C:32]([CH3:35])([CH3:34])[CH3:33]. Product: [CH2:1]([O:3][C:4]1[CH:8]=[C:7]([C:9]2[CH:10]=[CH:11][C:12]([O:15][CH2:27][CH2:28][NH:29][C:30](=[O:36])[O:31][C:32]([CH3:35])([CH3:34])[CH3:33])=[CH:13][CH:14]=2)[N:6]([C:16]2[CH:21]=[CH:20][C:19]([O:22][CH3:23])=[CH:18][CH:17]=2)[N:5]=1)[CH3:2]. The catalyst class is: 3. (9) Reactant: [CH2:1]([C:3]1[C:4](=[O:20])[CH2:5][C:6]2([CH2:18][CH3:19])[CH2:15][CH2:14][C:13]3[C:8](=[CH:9][CH:10]=[C:11]([O:16]C)[CH:12]=3)[C:7]=12)[CH3:2].B(Br)(Br)Br.Cl. Product: [CH2:1]([C:3]1[C:4](=[O:20])[CH2:5][C:6]2([CH2:18][CH3:19])[CH2:15][CH2:14][C:13]3[C:8](=[CH:9][CH:10]=[C:11]([OH:16])[CH:12]=3)[C:7]=12)[CH3:2]. The catalyst class is: 343.